This data is from Full USPTO retrosynthesis dataset with 1.9M reactions from patents (1976-2016). The task is: Predict the reactants needed to synthesize the given product. (1) Given the product [NH2:1][C:2]1[N:9]=[C:8]([C:10]2[CH:15]=[CH:14][CH:13]=[CH:12][C:11]=2[O:16][CH2:17][C:18]2[CH:23]=[CH:22][C:21]([O:24][CH3:25])=[CH:20][CH:19]=2)[CH:7]=[C:6]([C:26]2[CH:31]=[CH:30][C:29]([N:38]([CH3:39])[CH3:36])=[C:28]([N+:33]([O-:35])=[O:34])[CH:27]=2)[C:3]=1[C:4]#[N:5], predict the reactants needed to synthesize it. The reactants are: [NH2:1][C:2]1[N:9]=[C:8]([C:10]2[CH:15]=[CH:14][CH:13]=[CH:12][C:11]=2[O:16][CH2:17][C:18]2[CH:23]=[CH:22][C:21]([O:24][CH3:25])=[CH:20][CH:19]=2)[CH:7]=[C:6]([C:26]2[CH:31]=[CH:30][C:29](Cl)=[C:28]([N+:33]([O-:35])=[O:34])[CH:27]=2)[C:3]=1[C:4]#[N:5].[CH2:36]([N:38](CC)[CH2:39]C)C.Cl.CNC. (2) Given the product [C:20]([O:10][C:8]([P:1](=[O:3])([OH:5])[OH:7])([P:11](=[O:16])([OH:14])[OH:12])[CH3:9])(=[O:38])[CH2:21][CH2:22][CH2:23][CH2:24][CH2:25][CH2:26]/[CH:27]=[CH:28]\[CH2:29][CH2:30][CH2:31][CH2:32][CH2:33][CH2:34][CH2:35][CH3:36], predict the reactants needed to synthesize it. The reactants are: [P:1]([O-:7])([O:5]C)([O:3]C)=O.[C:8]([P:11](=[O:16])([O:14]C)[O:12]C)(=[O:10])[CH3:9].[P].[Si].[S].[C:20](Cl)(=[O:38])[CH2:21][CH2:22][CH2:23][CH2:24][CH2:25][CH2:26][CH2:27]/[CH:28]=[CH:29]\[CH2:30][CH2:31][CH2:32][CH2:33][CH2:34][CH2:35][CH2:36]C.